From a dataset of Catalyst prediction with 721,799 reactions and 888 catalyst types from USPTO. Predict which catalyst facilitates the given reaction. (1) The catalyst class is: 6. Product: [CH3:4][C:3]1([CH3:5])[S:6][CH2:10][NH:1][CH:2]1[C:7]([NH2:9])=[O:8]. Reactant: [NH2:1][C@H:2]([C:7]([NH2:9])=[O:8])[C:3]([SH:6])([CH3:5])[CH3:4].[CH2:10]=O. (2) Reactant: [OH-].[Na+].C[O:4][C:5](=[O:36])[C:6]1[CH:11]=[C:10]([C:12](=[O:28])[C:13]2[CH:18]=[CH:17][C:16]([N:19]([C:21]3[CH:26]=[CH:25][C:24]([Cl:27])=[CH:23][CH:22]=3)[CH3:20])=[CH:15][N:14]=2)[CH:9]=[CH:8][C:7]=1[O:29][C:30]1[CH:35]=[CH:34][CH:33]=[CH:32][CH:31]=1.Cl. Product: [Cl:27][C:24]1[CH:23]=[CH:22][C:21]([N:19]([CH3:20])[C:16]2[CH:17]=[CH:18][C:13]([C:12]([C:10]3[CH:9]=[CH:8][C:7]([O:29][C:30]4[CH:31]=[CH:32][CH:33]=[CH:34][CH:35]=4)=[C:6]([CH:11]=3)[C:5]([OH:36])=[O:4])=[O:28])=[N:14][CH:15]=2)=[CH:26][CH:25]=1. The catalyst class is: 315. (3) Reactant: [NH:1]1[C:9]2[C:4](=[C:5]([C:10]3[N:11]=[C:12]([N:26]4[CH2:31][CH2:30][O:29][CH2:28][CH2:27]4)[C:13]4[S:18][C:17]([CH2:19][N:20]5[CH2:25][CH2:24][NH:23][CH2:22][CH2:21]5)=[CH:16][C:14]=4[N:15]=3)[CH:6]=[CH:7][CH:8]=2)[CH:3]=[CH:2]1.[CH2:32]([O:36][CH2:37][CH2:38][CH2:39][CH3:40])[CH:33]1[O:35][CH2:34]1. Product: [CH2:37]([O:36][CH2:32][CH:33]([OH:35])[CH2:34][N:23]1[CH2:22][CH2:21][N:20]([CH2:19][C:17]2[S:18][C:13]3[C:12]([N:26]4[CH2:27][CH2:28][O:29][CH2:30][CH2:31]4)=[N:11][C:10]([C:5]4[CH:6]=[CH:7][CH:8]=[C:9]5[C:4]=4[CH:3]=[CH:2][NH:1]5)=[N:15][C:14]=3[CH:16]=2)[CH2:25][CH2:24]1)[CH2:38][CH2:39][CH3:40]. The catalyst class is: 9. (4) Reactant: [C:1]([N:4]1[C:8]2[CH:9]=[CH:10][CH:11]=[CH:12][C:7]=2[NH:6][C:5]1=[O:13])([CH3:3])=[CH2:2].Br[CH2:15][C:16]([O:18][CH3:19])=[O:17].C(=O)([O-])[O-].[K+].[K+]. Product: [CH3:19][O:18][C:16](=[O:17])[CH2:15][N:6]1[C:7]2[CH:12]=[CH:11][CH:10]=[CH:9][C:8]=2[N:4]([C:1]([CH3:3])=[CH2:2])[C:5]1=[O:13]. The catalyst class is: 10. (5) Reactant: [CH3:1][C:2]1([CH3:27])[O:6][C@@H:5]2[C@@H:7]([CH2:20][NH:21][CH2:22][C:23]([F:26])([F:25])[F:24])[O:8][C@@H:9]([N:10]3[CH:18]=[N:17][C:16]4[C:11]3=[N:12][CH:13]=[N:14][C:15]=4[NH2:19])[C@@H:4]2[O:3]1.[C:28]([C:32]1[CH:37]=[CH:36][C:35]([NH:38][C:39]([NH:41][CH2:42][CH2:43][CH:44]=O)=[O:40])=[CH:34][CH:33]=1)([CH3:31])([CH3:30])[CH3:29].[BH-](OC(C)=O)(OC(C)=O)OC(C)=O.[Na+].C([O-])(O)=O.[Na+]. Product: [NH2:19][C:15]1[N:14]=[CH:13][N:12]=[C:11]2[C:16]=1[N:17]=[CH:18][N:10]2[C@H:9]1[C@@H:4]2[O:3][C:2]([CH3:27])([CH3:1])[O:6][C@@H:5]2[C@@H:7]([CH2:20][N:21]([CH2:22][C:23]([F:26])([F:24])[F:25])[CH2:44][CH2:43][CH2:42][NH:41][C:39]([NH:38][C:35]2[CH:34]=[CH:33][C:32]([C:28]([CH3:29])([CH3:31])[CH3:30])=[CH:37][CH:36]=2)=[O:40])[O:8]1. The catalyst class is: 26. (6) Reactant: [Cl:1][C:2]1[N:7]=[CH:6][C:5]([CH2:8]O)=[CH:4][C:3]=1[O:10][CH3:11].C1(P(C2C=CC=CC=2)C2C=CC=CC=2)C=CC=CC=1.C(Br)(Br)(Br)[Br:32]. Product: [Br:32][CH2:8][C:5]1[CH:4]=[C:3]([O:10][CH3:11])[C:2]([Cl:1])=[N:7][CH:6]=1. The catalyst class is: 2.